Task: Predict the product of the given reaction.. Dataset: Forward reaction prediction with 1.9M reactions from USPTO patents (1976-2016) (1) Given the reactants [Br:1][C:2]1[CH:3]=[CH:4][C:5]([F:15])=[C:6]([C:8]([OH:14])([CH3:13])[C:9]([O:11]C)=O)[CH:7]=1.F[C:17]1[C:26]([N+:27]([O-])=O)=[CH:25][C:20]([C:21]([O:23][CH3:24])=[O:22])=[C:19]([C:30]([F:33])([F:32])[F:31])[CH:18]=1, predict the reaction product. The product is: [Br:1][C:2]1[CH:3]=[CH:4][C:5]([F:15])=[C:6]([C:8]2([CH3:13])[C:9](=[O:11])[NH:27][C:26]3[CH:25]=[C:20]([C:21]([O:23][CH3:24])=[O:22])[C:19]([C:30]([F:33])([F:31])[F:32])=[CH:18][C:17]=3[O:14]2)[CH:7]=1. (2) Given the reactants [Cl:1][C:2]1[CH:10]=[C:9]([C:11]([NH:13][C@H:14]([C:16]2[NH:20][C:19]3[CH:21]=[CH:22][C:23]([Cl:25])=[CH:24][C:18]=3[N:17]=2)[CH3:15])=[O:12])[CH:8]=[CH:7][C:3]=1[C:4]([OH:6])=O.CN(C(ON1N=NC2C=CC=CC1=2)=[N+](C)C)C.[B-](F)(F)(F)F.C(N(C(C)C)CC)(C)C.[C:57]([O:61][C:62]([NH:64][CH2:65][CH2:66][C@@H:67]1[CH2:71][CH2:70][CH2:69][NH:68]1)=[O:63])([CH3:60])([CH3:59])[CH3:58].ClCl, predict the reaction product. The product is: [Cl:25][C:23]1[CH:22]=[CH:21][C:19]2[NH:20][C:16]([C@@H:14]([NH:13][C:11](=[O:12])[C:9]3[CH:8]=[CH:7][C:3]([C:4]([N:68]4[CH2:69][CH2:70][CH2:71][C@H:67]4[CH2:66][CH2:65][NH:64][C:62]([O:61][C:57]([CH3:60])([CH3:59])[CH3:58])=[O:63])=[O:6])=[C:2]([Cl:1])[CH:10]=3)[CH3:15])=[N:17][C:18]=2[CH:24]=1.